This data is from Catalyst prediction with 721,799 reactions and 888 catalyst types from USPTO. The task is: Predict which catalyst facilitates the given reaction. Reactant: O[C:2]1[CH:7]=[C:6](OC)[CH:5]=[CH:4][C:3]=1[C:10](=[O:12])[CH3:11].[OH-].[K+].Br[C:16]1[CH:23]=[CH:22][C:19]([CH:20]=O)=[CH:18][CH:17]=1.Cl. Product: [C:19]1([CH:20]=[CH:11][C:10]([C:3]2[CH:4]=[CH:5][CH:6]=[CH:7][CH:2]=2)=[O:12])[CH:22]=[CH:23][CH:16]=[CH:17][CH:18]=1. The catalyst class is: 5.